Dataset: Reaction yield outcomes from USPTO patents with 853,638 reactions. Task: Predict the reaction yield, written as a fraction of the theoretical maximum amount of product (1.0 means a 100% yield; for example, 0.34 means a 34% yield). The reactants are [NH2:1][C:2]1[CH:7]=[CH:6][C:5]([C:8]2[C:12]3[C:13]([NH2:18])=[N:14][CH:15]=[C:16](I)[C:11]=3[S:10][CH:9]=2)=[CH:4][CH:3]=1.[CH2:19]([N:22]1[C:26](=[O:27])[C:25]2=[CH:28][CH:29]=[CH:30][CH:31]=[C:24]2[C:23]1=[O:32])[C:20]#[CH:21].O. The catalyst is COCCOC.C(N(CC)CC)C.[Cu]I. The product is [NH2:18][C:13]1[C:12]2[C:8]([C:5]3[CH:6]=[CH:7][C:2]([NH2:1])=[CH:3][CH:4]=3)=[CH:9][S:10][C:11]=2[C:16]([C:21]#[C:20][CH2:19][N:22]2[C:26](=[O:27])[C:25]3[C:24](=[CH:31][CH:30]=[CH:29][CH:28]=3)[C:23]2=[O:32])=[CH:15][N:14]=1. The yield is 0.430.